This data is from NCI-60 drug combinations with 297,098 pairs across 59 cell lines. The task is: Regression. Given two drug SMILES strings and cell line genomic features, predict the synergy score measuring deviation from expected non-interaction effect. (1) Drug 1: CCCCC(=O)OCC(=O)C1(CC(C2=C(C1)C(=C3C(=C2O)C(=O)C4=C(C3=O)C=CC=C4OC)O)OC5CC(C(C(O5)C)O)NC(=O)C(F)(F)F)O. Drug 2: C(CCl)NC(=O)N(CCCl)N=O. Cell line: RPMI-8226. Synergy scores: CSS=58.7, Synergy_ZIP=-9.35, Synergy_Bliss=-11.5, Synergy_Loewe=-27.4, Synergy_HSA=-8.24. (2) Drug 1: CC1=CC=C(C=C1)C2=CC(=NN2C3=CC=C(C=C3)S(=O)(=O)N)C(F)(F)F. Drug 2: C1=NC2=C(N1)C(=S)N=CN2. Cell line: SR. Synergy scores: CSS=61.2, Synergy_ZIP=-1.49, Synergy_Bliss=-3.27, Synergy_Loewe=-27.6, Synergy_HSA=-2.60.